This data is from Reaction yield outcomes from USPTO patents with 853,638 reactions. The task is: Predict the reaction yield, written as a fraction of the theoretical maximum amount of product (1.0 means a 100% yield; for example, 0.34 means a 34% yield). (1) The reactants are [OH:1][C:2]1[CH:7]=[C:6]([CH3:8])[C:5]([NH:9][CH:10]=[O:11])=[C:4]([CH3:12])[C:3]=1[CH3:13].Br[CH2:15]/[CH:16]=[CH:17]/[C:18]1[CH:23]=[CH:22][C:21]([F:24])=[CH:20][CH:19]=1. The catalyst is C(OCC)(=O)C.CCCCCC. The product is [F:24][C:21]1[CH:22]=[CH:23][C:18](/[CH:17]=[CH:16]/[CH2:15][O:1][C:2]2[CH:7]=[C:6]([CH3:8])[C:5]([NH:9][CH:10]=[O:11])=[C:4]([CH3:12])[C:3]=2[CH3:13])=[CH:19][CH:20]=1. The yield is 0.520. (2) The product is [F:17][C:18]1[CH:26]=[C:25]2[C:21]([C:22](=[CH:28][NH:16][C:13]3[CH:12]=[CH:11][C:10]([O:9][CH2:8][CH2:7][N:1]4[CH2:2][CH2:3][CH2:4][CH2:5][CH2:6]4)=[CH:15][CH:14]=3)[C:23](=[O:27])[NH:24]2)=[CH:20][CH:19]=1. No catalyst specified. The reactants are [N:1]1([CH2:7][CH2:8][O:9][C:10]2[CH:15]=[CH:14][C:13]([NH2:16])=[CH:12][CH:11]=2)[CH2:6][CH2:5][CH2:4][CH2:3][CH2:2]1.[F:17][C:18]1[CH:26]=[C:25]2[C:21]([C:22](=[CH:28]O)[C:23](=[O:27])[NH:24]2)=[CH:20][CH:19]=1. The yield is 0.700. (3) The reactants are [F:1][CH:2]([F:11])[C:3]([C:5]1[CH:10]=[CH:9][CH:8]=[CH:7][CH:6]=1)=O.[Li+].C[Si]([N-:17][Si](C)(C)C)(C)C.[OH-].[Na+].CO. The catalyst is C1(C)C=CC=CC=1. The product is [F:1][CH:2]([F:11])[CH:3]([C:5]1[CH:10]=[CH:9][CH:8]=[CH:7][CH:6]=1)[NH2:17]. The yield is 0.210. (4) The reactants are [Cl:1][C:2]1[N:6](C)[C:5]2[CH:8]=[C:9](C#N)[CH:10]=[CH:11][C:4]=2[N:3]=1.CN1C2C=C(C#N)C=CC=2NC1=O. The catalyst is O=P(Cl)(Cl)Cl. The product is [Cl:1][C:2]1[NH:3][C:4]2[CH:11]=[CH:10][CH:9]=[CH:8][C:5]=2[N:6]=1. The yield is 0.800.